Dataset: Forward reaction prediction with 1.9M reactions from USPTO patents (1976-2016). Task: Predict the product of the given reaction. (1) Given the reactants [NH2:1][C:2]1[N:3]=[C:4]2[CH:9]=[CH:8][C:7]([O:10][C:11]3[CH:12]=[C:13]([NH:17][C:18](=[O:29])[C:19]4[CH:24]=[CH:23][CH:22]=[C:21]([C:25]([F:28])([F:27])[F:26])[CH:20]=4)[CH:14]=[CH:15][CH:16]=3)=[N:6][N:5]2[CH:30]=1.[CH3:31][C:32]([CH3:37])([CH3:36])[C:33](Cl)=[O:34].C(=O)([O-])O.[Na+], predict the reaction product. The product is: [CH3:31][C:32]([CH3:37])([CH3:36])[C:33]([NH:1][C:2]1[N:3]=[C:4]2[CH:9]=[CH:8][C:7]([O:10][C:11]3[CH:12]=[C:13]([NH:17][C:18](=[O:29])[C:19]4[CH:24]=[CH:23][CH:22]=[C:21]([C:25]([F:28])([F:27])[F:26])[CH:20]=4)[CH:14]=[CH:15][CH:16]=3)=[N:6][N:5]2[CH:30]=1)=[O:34]. (2) Given the reactants [I:1][C:2]1[CH:12]=[N:11][C:5]2[NH:6][CH2:7][C:8](=[O:10])[NH:9][C:4]=2[CH:3]=1.[CH2:13](Br)[C:14]1[CH:19]=[CH:18][CH:17]=[CH:16][CH:15]=1, predict the reaction product. The product is: [CH2:13]([N:9]1[C:8](=[O:10])[CH2:7][NH:6][C:5]2[N:11]=[CH:12][C:2]([I:1])=[CH:3][C:4]1=2)[C:14]1[CH:19]=[CH:18][CH:17]=[CH:16][CH:15]=1. (3) Given the reactants [CH3:1][Si:2]([CH3:9])([CH3:8])[O:3][C:4]([CH:6]=[CH2:7])=[CH2:5].[C:10](#[N:13])[CH:11]=[CH2:12].C1(C=CC(O)=CC=1)O, predict the reaction product. The product is: [CH3:1][Si:2]([CH3:9])([CH3:8])[O:3][C:4]1[CH2:5][CH2:12][CH:11]([C:10]#[N:13])[CH2:7][CH:6]=1. (4) Given the reactants F[C:2]1[C:7]([F:8])=[C:6]([F:9])[CH:5]=[C:4]([F:10])[C:3]=1[N+:11]([O-:13])=[O:12].[F:14][C:15]1[CH:21]=[C:20]([Br:22])[CH:19]=[CH:18][C:16]=1[NH2:17], predict the reaction product. The product is: [Br:22][C:20]1[CH:19]=[CH:18][C:16]([NH:17][C:2]2[C:3]([N+:11]([O-:13])=[O:12])=[C:4]([F:10])[CH:5]=[C:6]([F:9])[C:7]=2[F:8])=[C:15]([F:14])[CH:21]=1. (5) Given the reactants Cl[C:2]1[N:3]=[CH:4][C:5]2[C:10]([CH:11]=1)=[CH:9][CH:8]=[C:7]([O:12][CH3:13])[CH:6]=2.[C:14]([C:17]1[CH:22]=[CH:21][C:20](B(O)O)=[C:19]([F:26])[CH:18]=1)([OH:16])=[O:15].C([O-])([O-])=O.[K+].[K+], predict the reaction product. The product is: [F:26][C:19]1[CH:18]=[C:17]([CH:22]=[CH:21][C:20]=1[C:2]1[N:3]=[CH:4][C:5]2[C:10]([CH:11]=1)=[CH:9][CH:8]=[C:7]([O:12][CH3:13])[CH:6]=2)[C:14]([OH:16])=[O:15]. (6) Given the reactants [Br:1][C:2]1[CH:10]=[CH:9][C:5]([C:6]([OH:8])=O)=[C:4]([CH3:11])[CH:3]=1.[NH:12]1[CH2:17][CH2:16][CH2:15][CH2:14][CH2:13]1, predict the reaction product. The product is: [Br:1][C:2]1[CH:10]=[CH:9][C:5]([C:6]([N:12]2[CH2:17][CH2:16][CH2:15][CH2:14][CH2:13]2)=[O:8])=[C:4]([CH3:11])[CH:3]=1. (7) Given the reactants [OH:1][C@H:2]([C:18]1[CH:27]=[CH:26][C:21]2[C:22](=[O:25])[O:23][CH2:24][C:20]=2[C:19]=1[CH3:28])[CH2:3][N:4]1[CH:10]2[CH:8]([CH2:9]2)[N:7](C(OC(C)(C)C)=O)[CH2:6][CH2:5]1.[C:29]([OH:35])([C:31]([F:34])([F:33])[F:32])=[O:30], predict the reaction product. The product is: [OH:35][C:29]([C:31]([F:34])([F:33])[F:32])=[O:30].[CH:10]12[CH2:9][CH:8]1[NH:7][CH2:6][CH2:5][N:4]2[CH2:3][C@@H:2]([C:18]1[CH:27]=[CH:26][C:21]2[C:22](=[O:25])[O:23][CH2:24][C:20]=2[C:19]=1[CH3:28])[OH:1]. (8) Given the reactants [C:1]([O:4][C:5]1[CH:12]=[CH:11][C:8]([CH2:9]O)=[CH:7][CH:6]=1)(=[O:3])[CH3:2].[I-:13].[Cs+].B(F)(F)F.CCOCC, predict the reaction product. The product is: [C:1]([O:4][C:5]1[CH:12]=[CH:11][C:8]([CH2:9][I:13])=[CH:7][CH:6]=1)(=[O:3])[CH3:2]. (9) Given the reactants [N+:1]([C:4]1[CH:5]=[C:6]([CH:10](O)[CH3:11])[CH:7]=[CH:8][CH:9]=1)([O-:3])=[O:2].C1(P(C2C=CC=CC=2)C2C=CC=CC=2)C=CC=CC=1.N1C=CN=C1.[I:37]I.[Cl-].[NH4+], predict the reaction product. The product is: [I:37][CH2:11][CH2:10][C:6]1[CH:7]=[CH:8][CH:9]=[C:4]([N+:1]([O-:3])=[O:2])[CH:5]=1.